Dataset: Catalyst prediction with 721,799 reactions and 888 catalyst types from USPTO. Task: Predict which catalyst facilitates the given reaction. (1) Reactant: Br[C:2]1[S:3][CH:4]=[C:5]([CH2:7][O:8][Si:9]([C:12]([CH3:15])([CH3:14])[CH3:13])([CH3:11])[CH3:10])[N:6]=1.[CH3:16][N:17]([CH3:29])[C:18]([C:20]1[CH:25]=[CH:24][C:23](B(O)O)=[CH:22][CH:21]=1)=[O:19].C([O-])([O-])=O.[Na+].[Na+].C(Cl)Cl. Product: [Si:9]([O:8][CH2:7][C:5]1[N:6]=[C:2]([C:23]2[CH:24]=[CH:25][C:20]([C:18]([N:17]([CH3:29])[CH3:16])=[O:19])=[CH:21][CH:22]=2)[S:3][CH:4]=1)([C:12]([CH3:15])([CH3:14])[CH3:13])([CH3:11])[CH3:10]. The catalyst class is: 780. (2) Reactant: [Cl:1][C:2]1[CH:3]=[C:4](OS(C(F)(F)F)(=O)=O)[CH:5]=[C:6]([Cl:23])[C:7]=1[CH2:8][C@@H:9]1[CH2:13][CH2:12][N:11]([C@H:14]2[CH2:19][CH2:18][C@H:17]([O:20][CH3:21])[CH2:16][CH2:15]2)[C:10]1=[O:22].[CH3:32][O:33][C:34]([C:36]1[CH:41]=[CH:40][C:39](B(O)O)=[CH:38][CH:37]=1)=[O:35].C([O-])([O-])=O.[K+].[K+]. Product: [CH3:32][O:33][C:34]([C:36]1[CH:41]=[CH:40][C:39]([C:4]2[CH:3]=[C:2]([Cl:1])[C:7]([CH2:8][C@@H:9]3[CH2:13][CH2:12][N:11]([C@H:14]4[CH2:15][CH2:16][C@H:17]([O:20][CH3:21])[CH2:18][CH2:19]4)[C:10]3=[O:22])=[C:6]([Cl:23])[CH:5]=2)=[CH:38][CH:37]=1)=[O:35]. The catalyst class is: 104. (3) Reactant: Cl[CH2:2][C:3]([NH:5][C:6]1[S:7][C:8]2[CH:14]=[CH:13][CH:12]=[C:11]([O:15][C:16]3[CH:21]=[C:20]([C:22]4[CH:27]=[CH:26][C:25]([C:28]([F:31])([F:30])[F:29])=[CH:24][CH:23]=4)[N:19]=[CH:18][N:17]=3)[C:9]=2[N:10]=1)=[O:4].[NH:32]1[CH2:37][CH2:36][O:35][CH2:34][CH2:33]1. Product: [N:32]1([CH2:2][C:3]([NH:5][C:6]2[S:7][C:8]3[CH:14]=[CH:13][CH:12]=[C:11]([O:15][C:16]4[CH:21]=[C:20]([C:22]5[CH:27]=[CH:26][C:25]([C:28]([F:31])([F:30])[F:29])=[CH:24][CH:23]=5)[N:19]=[CH:18][N:17]=4)[C:9]=3[N:10]=2)=[O:4])[CH2:37][CH2:36][O:35][CH2:34][CH2:33]1. The catalyst class is: 2. (4) Reactant: C(OC(=O)[NH:7][C:8]1[C:17]([O:18][CH:19]2[CH2:24][CH2:23][CH:22]([OH:25])[CH2:21][CH2:20]2)=[CH:16][C:15]2[C:10](=[CH:11][CH:12]=[CH:13][CH:14]=2)[CH:9]=1)(C)(C)C.[F:27][C:28]([F:33])([F:32])[C:29]([OH:31])=[O:30].[OH-].[Na+]. Product: [NH2:7][C:8]1[C:17]([O:18][CH:19]2[CH2:20][CH2:21][CH:22]([OH:25])[CH2:23][CH2:24]2)=[CH:16][C:15]2[C:10]([CH:9]=1)=[CH:11][CH:12]=[CH:13][CH:14]=2.[NH2:7][C:8]1[C:17]([O:18][CH:19]2[CH2:24][CH2:23][CH:22]([O:30][C:29](=[O:31])[C:28]([F:33])([F:32])[F:27])[CH2:21][CH2:20]2)=[CH:16][C:15]2[C:10]([CH:9]=1)=[CH:11][CH:12]=[CH:13][CH:14]=2. The catalyst class is: 4. (5) Reactant: [F:1][C:2]1[CH:7]=[CH:6][C:5]([F:8])=[CH:4][C:3]=1[CH2:9][CH2:10][NH:11][C:12]([NH:14][C:15]1[CH:20]=[CH:19][C:18]([S:21]([N:24]2[CH2:29][CH2:28][CH:27]([CH:30](OC)[O:31]C)[CH2:26][CH2:25]2)(=[O:23])=[O:22])=[CH:17][CH:16]=1)=[O:13]. Product: [F:1][C:2]1[CH:7]=[CH:6][C:5]([F:8])=[CH:4][C:3]=1[CH2:9][CH2:10][NH:11][C:12]([NH:14][C:15]1[CH:16]=[CH:17][C:18]([S:21]([N:24]2[CH2:25][CH2:26][CH:27]([CH:30]=[O:31])[CH2:28][CH2:29]2)(=[O:22])=[O:23])=[CH:19][CH:20]=1)=[O:13]. The catalyst class is: 67.